Task: Predict the reaction yield, written as a fraction of the theoretical maximum amount of product (1.0 means a 100% yield; for example, 0.34 means a 34% yield).. Dataset: Reaction yield outcomes from USPTO patents with 853,638 reactions (1) The reactants are O.[ClH:2].[OH:3][C:4]([C:34]1[CH:39]=[CH:38][CH:37]=[CH:36][CH:35]=1)([C:28]1[CH:33]=[CH:32][CH:31]=[CH:30][CH:29]=1)[CH:5]1[CH2:10][CH2:9][N:8]([CH2:11][CH2:12][CH2:13][CH:14]([C:16]2[CH:21]=[CH:20][C:19]([C:22]([CH3:27])([CH3:26])[C:23]([OH:25])=[O:24])=[CH:18][CH:17]=2)[OH:15])[CH2:7][CH2:6]1.O. The catalyst is CC(C)=O. The product is [ClH:2].[OH:3][C:4]([C:34]1[CH:35]=[CH:36][CH:37]=[CH:38][CH:39]=1)([C:28]1[CH:29]=[CH:30][CH:31]=[CH:32][CH:33]=1)[CH:5]1[CH2:10][CH2:9][N:8]([CH2:11][CH2:12][CH2:13][CH:14]([C:16]2[CH:21]=[CH:20][C:19]([C:22]([CH3:27])([CH3:26])[C:23]([OH:25])=[O:24])=[CH:18][CH:17]=2)[OH:15])[CH2:7][CH2:6]1. The yield is 0.970. (2) The reactants are O[C:2]1[C:11]2[C:6](=[N:7][CH:8]=[CH:9][CH:10]=2)[N:5]([C:12]2[CH:17]=[CH:16][CH:15]=[C:14]([C:18]([F:21])([F:20])[F:19])[CH:13]=2)C(=O)[C:3]=1[C:23](=O)[CH2:24][C:25]1[CH:30]=[CH:29][CH:28]=[CH:27][C:26]=1[O:31][C:32]([F:35])([F:34])[F:33].O.[NH2:38][NH2:39].[C:40](=[O:43])([O-])O.[Na+]. The catalyst is CN(C=O)C. The product is [F:33][C:32]([F:34])([F:35])[O:31][C:26]1[CH:27]=[CH:28][CH:29]=[CH:30][C:25]=1[CH2:24][C:23]1[C:3]2[C:40](=[O:43])[N:5]([C:12]3[CH:17]=[CH:16][CH:15]=[C:14]([C:18]([F:20])([F:19])[F:21])[CH:13]=3)[C:6]3[N:7]=[CH:8][CH:9]=[CH:10][C:11]=3[C:2]=2[NH:39][N:38]=1. The yield is 0.510. (3) The reactants are [C:1]([C:5]1[N:6]=[C:7]([NH:10][C:11]([C:13]2[CH:35]=[CH:34][C:16]([O:17][C:18]3[CH:27]=[C:26]4[C:21]([CH:22]([C:28]([O:30]CC)=[O:29])[CH2:23][CH2:24][O:25]4)=[CH:20][C:19]=3[Cl:33])=[CH:15][CH:14]=2)=[O:12])[S:8][CH:9]=1)([CH3:4])([CH3:3])[CH3:2].C1COCC1.C(O)C.[OH-].[Na+].Cl. The catalyst is C(OCC)(=O)C. The product is [C:1]([C:5]1[N:6]=[C:7]([NH:10][C:11]([C:13]2[CH:14]=[CH:15][C:16]([O:17][C:18]3[CH:27]=[C:26]4[C:21]([CH:22]([C:28]([OH:30])=[O:29])[CH2:23][CH2:24][O:25]4)=[CH:20][C:19]=3[Cl:33])=[CH:34][CH:35]=2)=[O:12])[S:8][CH:9]=1)([CH3:4])([CH3:2])[CH3:3]. The yield is 0.760. (4) The reactants are F.F.F.C(N(CC)CC)C.[Si]([O:28][CH2:29][C@H:30]1[O:34][C@@H:33]([N:35]2[CH:42]=[C:41]([CH3:43])[C:39](=[O:40])[NH:38][C:36]2=[O:37])[C@H:32]([O:44][CH2:45][CH2:46][O:47][N:48]([CH3:50])[CH3:49])[C@@H:31]1[OH:51])(C(C)(C)C)(C1C=CC=CC=1)C1C=CC=CC=1.CO. The catalyst is C1COCC1.C(Cl)Cl. The product is [CH3:49][N:48]([CH3:50])[O:47][CH2:46][CH2:45][O:44][C@@H:32]1[C@H:31]([OH:51])[C@@H:30]([CH2:29][OH:28])[O:34][C@H:33]1[N:35]1[CH:42]=[C:41]([CH3:43])[C:39](=[O:40])[NH:38][C:36]1=[O:37]. The yield is 0.925. (5) The reactants are [CH2:1]([O:3][C:4]1[C:8]([CH2:9][CH2:10][CH2:11][OH:12])=[CH:7][N:6]([C:13]2[CH:18]=[CH:17][C:16]([C:19]([F:22])([F:21])[F:20])=[CH:15][N:14]=2)[N:5]=1)[CH3:2].O[C:24]1[CH:29]=[C:28]([O:30][CH3:31])[CH:27]=[CH:26][C:25]=1[CH2:32][CH2:33][C:34]([O:36]CC)=[O:35].C(P(CCCC)CCCC)CCC.N(C(N1CCCCC1)=O)=NC(N1CCCCC1)=O. The catalyst is O1CCCC1. The product is [CH2:1]([O:3][C:4]1[C:8]([CH2:9][CH2:10][CH2:11][O:12][C:26]2[CH:27]=[C:28]([O:30][CH3:31])[CH:29]=[CH:24][C:25]=2[CH2:32][CH2:33][C:34]([OH:36])=[O:35])=[CH:7][N:6]([C:13]2[CH:18]=[CH:17][C:16]([C:19]([F:21])([F:20])[F:22])=[CH:15][N:14]=2)[N:5]=1)[CH3:2]. The yield is 0.730. (6) The reactants are CO[C:3]1[CH2:8][CH2:7][CH2:6][C:5](=[O:9])[CH:4]=1.[CH2:10]([Mg]Br)[CH3:11].O.C1(C)C=CC(S(O)(=O)=O)=CC=1. The catalyst is CCOCC.CC(C)[O-].CC(C)[O-].CC(C)[O-].CC(C)[O-].[Ti+4]. The product is [CH2:10]1[C:3]2([CH2:8][CH2:7][CH2:6][C:5](=[O:9])[CH2:4]2)[CH2:11]1. The yield is 0.320. (7) The reactants are [C:1]1([CH:7]([C:13]2[CH:18]=[CH:17][CH:16]=[CH:15][CH:14]=2)[C@@H:8]([OH:12])[CH2:9][CH:10]=[CH2:11])[CH:6]=[CH:5][CH:4]=[CH:3][CH:2]=1.[H-].[Na+].[CH2:21](Br)[CH:22]=[CH2:23]. The catalyst is CN(C=O)C. The product is [C:13]1([CH:7]([C:1]2[CH:2]=[CH:3][CH:4]=[CH:5][CH:6]=2)[C@@H:8]([O:12][CH2:23][CH:22]=[CH2:21])[CH2:9][CH:10]=[CH2:11])[CH:14]=[CH:15][CH:16]=[CH:17][CH:18]=1. The yield is 0.850. (8) The reactants are Br[C:2]1[CH:41]=[CH:40][C:5]([CH2:6][CH:7]([NH:30][S:31]([C:34]2[CH:39]=[CH:38][CH:37]=[CH:36][N:35]=2)(=[O:33])=[O:32])[C:8]2[N:13]=[C:12]([N:14]([CH2:22][C:23]([O:25][C:26]([CH3:29])([CH3:28])[CH3:27])=[O:24])[C:15]([O:17][C:18]([CH3:21])([CH3:20])[CH3:19])=[O:16])[CH:11]=[CH:10][CH:9]=2)=[CH:4][CH:3]=1.Br[C:43]1[CH:44]=[C:45]([O:49][CH2:50][CH3:51])[CH:46]=[CH:47][CH:48]=1.C(OC1C=CC(B(O)O)=CC=1)C.C(=O)([O-])[O-].[Na+].[Na+]. The catalyst is C1C=CC([P]([Pd]([P](C2C=CC=CC=2)(C2C=CC=CC=2)C2C=CC=CC=2)([P](C2C=CC=CC=2)(C2C=CC=CC=2)C2C=CC=CC=2)[P](C2C=CC=CC=2)(C2C=CC=CC=2)C2C=CC=CC=2)(C2C=CC=CC=2)C2C=CC=CC=2)=CC=1. The product is [C:18]([O:17][C:15]([N:14]([CH2:22][C:23]([O:25][C:26]([CH3:29])([CH3:27])[CH3:28])=[O:24])[C:12]1[CH:11]=[CH:10][CH:9]=[C:8]([CH:7]([CH2:6][C:5]2[CH:4]=[CH:3][C:2]([C:48]3[CH:47]=[CH:46][C:45]([O:49][CH2:50][CH3:51])=[CH:44][CH:43]=3)=[CH:41][CH:40]=2)[NH:30][S:31]([C:34]2[CH:39]=[CH:38][CH:37]=[CH:36][N:35]=2)(=[O:32])=[O:33])[N:13]=1)=[O:16])([CH3:19])([CH3:21])[CH3:20]. The yield is 0.960. (9) The reactants are [N:1]1[CH:6]=[CH:5][CH:4]=[CH:3][C:2]=1[CH2:7][CH2:8][CH2:9][CH2:10][C:11]([OH:13])=O.S(Cl)(Cl)=O.Cl.[NH2:19][C:20]1[C:28]([OH:29])=[C:27]2[C:23]([CH2:24][CH2:25][CH:26]2[CH2:30][CH2:31][NH:32][C:33](=[O:35])[CH3:34])=[CH:22][CH:21]=1.O. The catalyst is N1C=CC=CC=1.C(OCC)(=O)C. The product is [C:33]([NH:32][CH2:31][CH2:30][CH:26]1[C:27]2[C:23](=[CH:22][CH:21]=[C:20]([NH:19][C:11](=[O:13])[CH2:10][CH2:9][CH2:8][CH2:7][C:2]3[CH:3]=[CH:4][CH:5]=[CH:6][N:1]=3)[C:28]=2[OH:29])[CH2:24][CH2:25]1)(=[O:35])[CH3:34]. The yield is 0.260. (10) The reactants are [NH:1]1[C:5]2=[N:6][CH:7]=[CH:8][CH:9]=[C:4]2[C:3]([C:10]([O:12][CH3:13])=[O:11])=[N:2]1.[Br:14][C:15]1[CH:16]=[C:17](B(O)O)[CH:18]=[C:19]([O:21][CH3:22])[CH:20]=1. No catalyst specified. The product is [Br:14][C:15]1[CH:16]=[C:17]([N:1]2[C:5]3=[N:6][CH:7]=[CH:8][CH:9]=[C:4]3[C:3]([C:10]([O:12][CH3:13])=[O:11])=[N:2]2)[CH:18]=[C:19]([O:21][CH3:22])[CH:20]=1. The yield is 0.750.